Dataset: Catalyst prediction with 721,799 reactions and 888 catalyst types from USPTO. Task: Predict which catalyst facilitates the given reaction. (1) Reactant: [NH2:1][C:2]1[CH:11]=[C:6]([C:7]([O:9][CH3:10])=[O:8])[C:5]([OH:12])=[CH:4][CH:3]=1.[CH:13](=O)[C:14]1[CH:19]=[CH:18][CH:17]=[CH:16][CH:15]=1.CC(O)=O.[BH3-]C#N.[Na+]. Product: [CH2:13]([NH:1][C:2]1[CH:3]=[CH:4][C:5]([OH:12])=[C:6]([CH:11]=1)[C:7]([O:9][CH3:10])=[O:8])[C:14]1[CH:19]=[CH:18][CH:17]=[CH:16][CH:15]=1. The catalyst class is: 5. (2) Reactant: [S:1]1[C:5]2[CH:6]=[CH:7][CH:8]=[CH:9][C:4]=2[N:3]=[C:2]1[CH2:10][O:11][C:12]1[CH:20]=[CH:19][C:18]2[N:14]([C:15]([C:39](=[O:44])[C:40]([CH3:43])([CH3:42])[CH3:41])=[C:16]([CH2:30][C:31]([CH3:38])([CH3:37])[C:32]([O:34]CC)=[O:33])[C:17]=2[C:21]([C:23]2[CH:28]=[CH:27][C:26]([Cl:29])=[CH:25][CH:24]=2)=[O:22])[CH:13]=1.[OH-].[Na+].Cl. Product: [S:1]1[C:5]2[CH:6]=[CH:7][CH:8]=[CH:9][C:4]=2[N:3]=[C:2]1[CH2:10][O:11][C:12]1[CH:20]=[CH:19][C:18]2[N:14]([C:15]([C:39](=[O:44])[C:40]([CH3:43])([CH3:42])[CH3:41])=[C:16]([CH2:30][C:31]([CH3:38])([CH3:37])[C:32]([OH:34])=[O:33])[C:17]=2[C:21]([C:23]2[CH:28]=[CH:27][C:26]([Cl:29])=[CH:25][CH:24]=2)=[O:22])[CH:13]=1. The catalyst class is: 36. (3) Reactant: [CH2:1]([O:3][C:4](=[O:30])[CH:5]([C:16]1[C:25]([CH3:26])=[CH:24][C:23]2[C:18](=[CH:19][CH:20]=[CH:21][C:22]=2[O:27][CH3:28])[C:17]=1[OH:29])[O:6][CH2:7][C:8]1[CH:13]=[CH:12][C:11]([O:14][CH3:15])=[CH:10][CH:9]=1)[CH3:2].N1C(C)=CC=CC=1C.[S:39](O[S:39]([C:42]([F:45])([F:44])[F:43])(=[O:41])=[O:40])([C:42]([F:45])([F:44])[F:43])(=[O:41])=[O:40].C(=O)(O)[O-].[Na+]. Product: [CH2:1]([O:3][C:4](=[O:30])[CH:5]([O:6][CH2:7][C:8]1[CH:13]=[CH:12][C:11]([O:14][CH3:15])=[CH:10][CH:9]=1)[C:16]1[C:25]([CH3:26])=[CH:24][C:23]2[C:18](=[CH:19][CH:20]=[CH:21][C:22]=2[O:27][CH3:28])[C:17]=1[O:29][S:39]([C:42]([F:45])([F:44])[F:43])(=[O:41])=[O:40])[CH3:2]. The catalyst class is: 4.